Predict the reaction yield, written as a fraction of the theoretical maximum amount of product (1.0 means a 100% yield; for example, 0.34 means a 34% yield). From a dataset of Reaction yield outcomes from USPTO patents with 853,638 reactions. (1) The reactants are S(OC)(O[CH3:5])(=O)=O.[CH2:8]([C:11]1[CH:15]=[C:14]([C:16]([O:18]CC)=[O:17])[NH:13][N:12]=1)[CH2:9][CH3:10].[OH-].[Na+]. No catalyst specified. The product is [CH3:5][N:13]1[C:14]([C:16]([OH:18])=[O:17])=[CH:15][C:11]([CH2:8][CH2:9][CH3:10])=[N:12]1. The yield is 0.810. (2) The reactants are [CH:1]1([C:4]2[C:5]([N:24]([C:29]3[CH:34]=[CH:33][C:32]([N+:35]([O-])=O)=[C:31]([CH3:38])[CH:30]=3)[S:25]([CH3:28])(=[O:27])=[O:26])=[CH:6][C:7]3[O:11][C:10]([C:12]4[CH:17]=[CH:16][C:15]([F:18])=[CH:14][CH:13]=4)=[C:9]([C:19]([NH:21][CH3:22])=[O:20])[C:8]=3[CH:23]=2)[CH2:3][CH2:2]1. The catalyst is C(O)C.C1COCC1.[Pd]. The product is [NH2:35][C:32]1[CH:33]=[CH:34][C:29]([N:24]([C:5]2[C:4]([CH:1]3[CH2:3][CH2:2]3)=[CH:23][C:8]3[C:9]([C:19]([NH:21][CH3:22])=[O:20])=[C:10]([C:12]4[CH:13]=[CH:14][C:15]([F:18])=[CH:16][CH:17]=4)[O:11][C:7]=3[CH:6]=2)[S:25]([CH3:28])(=[O:27])=[O:26])=[CH:30][C:31]=1[CH3:38]. The yield is 0.860.